The task is: Predict the reactants needed to synthesize the given product.. This data is from Full USPTO retrosynthesis dataset with 1.9M reactions from patents (1976-2016). (1) Given the product [O:14]=[C:6]1[C:5]2[CH:15]=[CH:16][C:2]([O:17][C:18]3[CH:19]=[CH:20][C:21]([NH:24][C:25](=[O:27])[CH3:26])=[CH:22][CH:23]=3)=[CH:3][C:4]=2[C:13]2[C:8](=[N:9][CH:10]=[CH:11][CH:12]=2)[NH:7]1, predict the reactants needed to synthesize it. The reactants are: F[C:2]1[CH:16]=[CH:15][C:5]2[C:6](=[O:14])[NH:7][C:8]3[C:13]([C:4]=2[CH:3]=1)=[CH:12][CH:11]=[CH:10][N:9]=3.[OH:17][C:18]1[CH:23]=[CH:22][C:21]([NH:24][C:25](=[O:27])[CH3:26])=[CH:20][CH:19]=1.C(=O)([O-])[O-].[K+].[K+]. (2) Given the product [Br:1][C:2]1[CH:3]=[CH:4][C:5]([N:17]2[CH:21]=[CH:20][N:19]=[CH:18]2)=[C:6]([CH:9]=1)[C:7]#[N:8], predict the reactants needed to synthesize it. The reactants are: [Br:1][C:2]1[CH:3]=[CH:4][C:5](F)=[C:6]([CH:9]=1)[C:7]#[N:8].C([O-])([O-])=O.[K+].[K+].[NH:17]1[CH:21]=[CH:20][N:19]=[CH:18]1.